This data is from Full USPTO retrosynthesis dataset with 1.9M reactions from patents (1976-2016). The task is: Predict the reactants needed to synthesize the given product. Given the product [Cl:24][C:22]1[CH:23]=[C:18]([C:12]2([C:14]([F:16])([F:15])[F:17])[O:11][N:10]=[C:9]([C:6]3[CH:7]=[CH:8][C:3]([CH2:2][NH2:29])=[C:4]([N+:26]([O-:28])=[O:27])[CH:5]=3)[CH2:13]2)[CH:19]=[C:20]([Cl:25])[CH:21]=1, predict the reactants needed to synthesize it. The reactants are: Br[CH2:2][C:3]1[CH:8]=[CH:7][C:6]([C:9]2[CH2:13][C:12]([C:18]3[CH:23]=[C:22]([Cl:24])[CH:21]=[C:20]([Cl:25])[CH:19]=3)([C:14]([F:17])([F:16])[F:15])[O:11][N:10]=2)=[CH:5][C:4]=1[N+:26]([O-:28])=[O:27].[NH3:29].